This data is from Reaction yield outcomes from USPTO patents with 853,638 reactions. The task is: Predict the reaction yield, written as a fraction of the theoretical maximum amount of product (1.0 means a 100% yield; for example, 0.34 means a 34% yield). (1) The reactants are [CH3:1][C:2]1[C:6]2[C:7](=[O:19])[N:8]([CH2:11][CH2:12][N:13]3[CH2:18][CH2:17][O:16][CH2:15][CH2:14]3)[CH2:9][CH2:10][C:5]=2[NH:4][C:3]=1[CH:20]=O.[CH3:22][O:23][C:24]1[CH:25]=[C:26]2[C:30](=[CH:31][CH:32]=1)[NH:29][C:28](=[O:33])[CH2:27]2. No catalyst specified. The product is [CH3:22][O:23][C:24]1[CH:25]=[C:26]2[C:30](=[CH:31][CH:32]=1)[NH:29][C:28](=[O:33])[C:27]2=[CH:20][C:3]1[NH:4][C:5]2[CH2:10][CH2:9][N:8]([CH2:11][CH2:12][N:13]3[CH2:14][CH2:15][O:16][CH2:17][CH2:18]3)[C:7](=[O:19])[C:6]=2[C:2]=1[CH3:1]. The yield is 0.333. (2) The reactants are [CH3:1][C:2]1[C:16](=[O:17])[N:15]=[C:14]2[N:4]([C@@H:5]3[O:9][C@H:8]([CH2:10][OH:11])[C@@H:7]([OH:12])[C@@H:6]3[O:13]2)[CH:3]=1.[CH3:18][O:19][CH2:20][CH2:21][O:22]B([O:22][CH2:21][CH2:20][O:19][CH3:18])[O:22][CH2:21][CH2:20][O:19][CH3:18]. The catalyst is COCCO. The product is [CH3:18][O:19][CH2:20][CH2:21][O:22][C@@H:6]1[C@H:7]([OH:12])[C@@H:8]([CH2:10][OH:11])[O:9][C@H:5]1[N:4]1[CH:3]=[C:2]([CH3:1])[C:16](=[O:17])[NH:15][C:14]1=[O:13]. The yield is 0.630.